Dataset: Forward reaction prediction with 1.9M reactions from USPTO patents (1976-2016). Task: Predict the product of the given reaction. The product is: [Cl:1][C:2]1[C:16]([CH3:17])=[CH:15][C:5]([O:6][C:7]2[CH:14]=[CH:13][C:10]([CH2:11][NH2:12])=[CH:9][CH:8]=2)=[CH:4][C:3]=1[CH3:18]. Given the reactants [Cl:1][C:2]1[C:16]([CH3:17])=[CH:15][C:5]([O:6][C:7]2[CH:14]=[CH:13][C:10]([C:11]#[N:12])=[CH:9][CH:8]=2)=[CH:4][C:3]=1[CH3:18].C1COCC1.[H-].[Al+3].[Li+].[H-].[H-].[H-].[OH-].[Na+], predict the reaction product.